Dataset: Forward reaction prediction with 1.9M reactions from USPTO patents (1976-2016). Task: Predict the product of the given reaction. Given the reactants Cl[C:2]1[C:3](=[O:15])[N:4](C2CCCCO2)[N:5]=[CH:6][C:7]=1Cl.[N:16]1([C:22]2[CH:27]=[CH:26][CH:25]=[CH:24][C:23]=2[OH:28])[CH2:21][CH2:20][CH2:19][CH2:18][CH2:17]1.C[O:30][C:31](=[O:40])[CH:32](Br)[CH2:33][CH:34]1[CH2:38][CH2:37][CH2:36][CH2:35]1, predict the reaction product. The product is: [CH:34]1([CH2:33][CH:32]([N:4]2[C:3](=[O:15])[CH:2]=[C:7]([O:28][C:23]3[CH:24]=[CH:25][CH:26]=[CH:27][C:22]=3[N:16]3[CH2:21][CH2:20][CH2:19][CH2:18][CH2:17]3)[CH:6]=[N:5]2)[C:31]([OH:30])=[O:40])[CH2:38][CH2:37][CH2:36][CH2:35]1.